Dataset: Retrosynthesis with 50K atom-mapped reactions and 10 reaction types from USPTO. Task: Predict the reactants needed to synthesize the given product. (1) Given the product CC1(C)C(=O)N(C2CCN(c3nc4ccccc4s3)CC2)c2nccnc21, predict the reactants needed to synthesize it. The reactants are: CC1(C)C(=O)N(C2CCNCC2)c2nccnc21.Clc1nc2ccccc2s1. (2) Given the product COc1cnc(-n2cnc(C(C)O)n2)c2[nH]ccc12, predict the reactants needed to synthesize it. The reactants are: COc1cnc(-n2cnc(C(C)=O)n2)c2[nH]ccc12. (3) The reactants are: CCN(CC)C(=O)OCCl.O=C(O)c1[nH]c2ccccc2c1Nc1ccncc1. Given the product CCN(CC)C(=O)OCOC(=O)c1[nH]c2ccccc2c1Nc1ccncc1, predict the reactants needed to synthesize it. (4) The reactants are: CCOC(=O)C(F)(F)F.CCOc1ccc(C[C@H](N)C(=O)O)cc1. Given the product CCOc1ccc(C[C@H](NC(=O)C(F)(F)F)C(=O)O)cc1, predict the reactants needed to synthesize it. (5) Given the product CC(C)OC(=O)N1CC(O[C@H](C)C(=O)O)C1, predict the reactants needed to synthesize it. The reactants are: COC(=O)[C@@H](C)OC1CN(C(=O)OC(C)C)C1. (6) Given the product CO[C@H]1C[C@]2(C)C(=NNS(=O)(=O)c3ccc(C)cc3)CC[C@H]2[C@@H]2CCc3cc(O)ccc3[C@@H]12, predict the reactants needed to synthesize it. The reactants are: CO[C@H]1C[C@]2(C)C(=O)CC[C@H]2[C@@H]2CCc3cc(O)ccc3[C@@H]12.Cc1ccc(S(=O)(=O)NN)cc1. (7) Given the product Cc1ccc(CNC(=O)c2cccc(Cl)c2)cc1C(=O)O, predict the reactants needed to synthesize it. The reactants are: Cc1ccc(CNC(=O)c2cc(Cl)ccc2Cl)cc1C(=O)O. (8) Given the product Clc1cnc2c(n1)O[C@H](c1ccccc1)CNC2, predict the reactants needed to synthesize it. The reactants are: O[C@@H](CNCc1ncc(Cl)nc1Cl)c1ccccc1.